From a dataset of Forward reaction prediction with 1.9M reactions from USPTO patents (1976-2016). Predict the product of the given reaction. Given the reactants [CH3:1][O:2][C:3]1[CH:8]=[CH:7][C:6]([C:9]2[N:10]=[C:11]([S:22][CH2:23][C:24]3[CH:25]=[N:26][CH:27]=[CH:28][CH:29]=3)[NH:12][C:13]=2[C:14]2[CH:19]=[CH:18][C:17]([O:20][CH3:21])=[CH:16][CH:15]=2)=[CH:5][CH:4]=1.Br[CH2:31][C:32]([O:34][CH2:35][CH3:36])=[O:33].[H-].[Na+], predict the reaction product. The product is: [CH3:21][O:20][C:17]1[CH:16]=[CH:15][C:14]([C:13]2[N:12]=[C:11]([S:22][CH2:23][C:24]3[CH:25]=[N:26][CH:27]=[CH:28][CH:29]=3)[N:10]([CH2:31][C:32]([O:34][CH2:35][CH3:36])=[O:33])[C:9]=2[C:6]2[CH:5]=[CH:4][C:3]([O:2][CH3:1])=[CH:8][CH:7]=2)=[CH:19][CH:18]=1.